From a dataset of NCI-60 drug combinations with 297,098 pairs across 59 cell lines. Regression. Given two drug SMILES strings and cell line genomic features, predict the synergy score measuring deviation from expected non-interaction effect. (1) Drug 1: COC1=CC(=CC(=C1O)OC)C2C3C(COC3=O)C(C4=CC5=C(C=C24)OCO5)OC6C(C(C7C(O6)COC(O7)C8=CC=CS8)O)O. Drug 2: CCC(=C(C1=CC=CC=C1)C2=CC=C(C=C2)OCCN(C)C)C3=CC=CC=C3.C(C(=O)O)C(CC(=O)O)(C(=O)O)O. Cell line: SW-620. Synergy scores: CSS=32.9, Synergy_ZIP=2.65, Synergy_Bliss=3.09, Synergy_Loewe=-22.8, Synergy_HSA=0.737. (2) Drug 1: C1=CC(=CC=C1CCC2=CNC3=C2C(=O)NC(=N3)N)C(=O)NC(CCC(=O)O)C(=O)O. Drug 2: CC(C1=C(C=CC(=C1Cl)F)Cl)OC2=C(N=CC(=C2)C3=CN(N=C3)C4CCNCC4)N. Cell line: SK-OV-3. Synergy scores: CSS=44.3, Synergy_ZIP=3.62, Synergy_Bliss=1.57, Synergy_Loewe=-6.15, Synergy_HSA=1.85. (3) Drug 1: CS(=O)(=O)OCCCCOS(=O)(=O)C. Drug 2: C(CN)CNCCSP(=O)(O)O. Cell line: SK-MEL-28. Synergy scores: CSS=-4.07, Synergy_ZIP=1.19, Synergy_Bliss=-3.66, Synergy_Loewe=-0.793, Synergy_HSA=-7.10. (4) Drug 1: C1=CN(C=N1)CC(O)(P(=O)(O)O)P(=O)(O)O. Drug 2: C1CNP(=O)(OC1)N(CCCl)CCCl. Cell line: EKVX. Synergy scores: CSS=4.02, Synergy_ZIP=1.16, Synergy_Bliss=1.49, Synergy_Loewe=4.77, Synergy_HSA=2.20. (5) Synergy scores: CSS=54.5, Synergy_ZIP=-1.57, Synergy_Bliss=-0.661, Synergy_Loewe=-0.764, Synergy_HSA=1.06. Drug 1: CC12CCC3C(C1CCC2=O)CC(=C)C4=CC(=O)C=CC34C. Cell line: U251. Drug 2: CC1=CC=C(C=C1)C2=CC(=NN2C3=CC=C(C=C3)S(=O)(=O)N)C(F)(F)F.